Dataset: Full USPTO retrosynthesis dataset with 1.9M reactions from patents (1976-2016). Task: Predict the reactants needed to synthesize the given product. (1) Given the product [Cl:46][C:15]1[CH:14]=[C:13]([CH:44]=[C:43]([F:45])[C:16]=1[CH2:17][S:18][C:19]1[N:20]([C:36]2[CH:37]=[CH:38][C:39]([F:42])=[CH:40][CH:41]=2)[C:21]([C:24]([C:27]2[CH:32]=[CH:31][C:30]([F:33])=[C:29]([O:34][CH3:35])[CH:28]=2)([CH3:26])[CH3:25])=[CH:22][N:23]=1)[O:12][CH2:11][CH2:10][CH2:9][OH:8], predict the reactants needed to synthesize it. The reactants are: [Si]([O:8][CH2:9][CH2:10][CH2:11][O:12][C:13]1[CH:44]=[C:43]([F:45])[C:16]([CH2:17][S:18][C:19]2[N:20]([C:36]3[CH:41]=[CH:40][C:39]([F:42])=[CH:38][CH:37]=3)[C:21]([C:24]([C:27]3[CH:32]=[CH:31][C:30]([F:33])=[C:29]([O:34][CH3:35])[CH:28]=3)([CH3:26])[CH3:25])=[CH:22][N:23]=2)=[C:15]([Cl:46])[CH:14]=1)(C(C)(C)C)(C)C.CCCC[N+](CCCC)(CCCC)CCCC.[F-]. (2) Given the product [CH2:22]([CH:23]1[C:5]2[NH:6][C:7]3[C:12](=[CH:11][CH:10]=[CH:9][CH:8]=3)[C:4]=2[CH2:3][CH:2]([C:13]([OH:15])=[O:14])[NH:1]1)[CH3:21], predict the reactants needed to synthesize it. The reactants are: [NH2:1][C@H:2]([C:13]([OH:15])=[O:14])[CH2:3][C:4]1[C:12]2[C:7](=[CH:8][CH:9]=[CH:10][CH:11]=2)[NH:6][CH:5]=1.OS(O)(=O)=O.[CH:21](=O)[CH2:22][CH3:23]. (3) The reactants are: Cl.[CH:2]12[O:10][CH:6]([CH2:7][NH:8][CH2:9]1)[CH2:5][N:4]([C:11]([O:13][C:14]([CH3:17])([CH3:16])[CH3:15])=[O:12])[CH2:3]2.C([O-])([O-])=O.[K+].[K+].Cl[CH2:25][C:26](=[O:31])[C:27]([CH3:30])([CH3:29])[CH3:28]. Given the product [CH3:28][C:27]([CH3:30])([CH3:29])[C:26](=[O:31])[CH2:25][N:8]1[CH2:7][CH:6]2[O:10][CH:2]([CH2:3][N:4]([C:11]([O:13][C:14]([CH3:17])([CH3:16])[CH3:15])=[O:12])[CH2:5]2)[CH2:9]1, predict the reactants needed to synthesize it. (4) The reactants are: C(OC([N:8]1[CH2:12][CH2:11][CH2:10][CH:9]1[C:13]([NH:15][C@H:16]([C:35]([O:37][CH3:38])=[O:36])[CH2:17][C:18]1[CH:23]=[CH:22][C:21]([O:24][CH2:25][CH2:26][C:27]2[CH:32]=[CH:31][CH:30]=[C:29]([NH:33][CH3:34])[N:28]=2)=[CH:20][CH:19]=1)=[O:14])=O)(C)(C)C.C(O)(C(F)(F)F)=O. Given the product [NH:8]1[CH2:12][CH2:11][CH2:10][CH:9]1[C:13]([NH:15][C@H:16]([C:35]([O:37][CH3:38])=[O:36])[CH2:17][C:18]1[CH:19]=[CH:20][C:21]([O:24][CH2:25][CH2:26][C:27]2[CH:32]=[CH:31][CH:30]=[C:29]([NH:33][CH3:34])[N:28]=2)=[CH:22][CH:23]=1)=[O:14], predict the reactants needed to synthesize it.